This data is from Catalyst prediction with 721,799 reactions and 888 catalyst types from USPTO. The task is: Predict which catalyst facilitates the given reaction. (1) Reactant: F[P-](F)(F)(F)(F)F.N1(O[P+](N(C)C)(N(C)C)N(C)C)C2C=CC=CC=2N=N1.[Cl-].FC(F)(F)C(O)=O.[NH2:36][C:37]1[CH:38]=[C:39]2[C:43](=[CH:44][CH:45]=1)[NH:42][C:41]([C:46]([NH:48][CH2:49][C:50]1[CH:55]=[CH:54][C:53]([Cl:56])=[C:52]([O:57][C:58]3[CH:63]=[C:62]([C:64]#[N:65])[CH:61]=[C:60]([Cl:66])[CH:59]=3)[C:51]=1[F:67])=[O:47])=[CH:40]2.[CH3:68][C:69]([O:72][C:73]([N:75]1[CH2:80][CH2:79][CH:78]([C:81](O)=[O:82])[CH2:77][CH2:76]1)=[O:74])([CH3:71])[CH3:70].C(N(C(C)C)CC)(C)C. Product: [Cl:56][C:53]1[CH:54]=[CH:55][C:50]([CH2:49][NH:48][C:46]([C:41]2[NH:42][C:43]3[C:39]([CH:40]=2)=[CH:38][C:37]([NH:36][C:81]([CH:78]2[CH2:79][CH2:80][N:75]([C:73]([O:72][C:69]([CH3:71])([CH3:70])[CH3:68])=[O:74])[CH2:76][CH2:77]2)=[O:82])=[CH:45][CH:44]=3)=[O:47])=[C:51]([F:67])[C:52]=1[O:57][C:58]1[CH:63]=[C:62]([C:64]#[N:65])[CH:61]=[C:60]([Cl:66])[CH:59]=1. The catalyst class is: 3. (2) Reactant: [CH2:1]([O:3][C:4](=[O:29])[CH2:5][CH:6]1[C:14]2[C:9](=[C:10]([Br:28])[C:11]([O:16][C:17]3[CH:22]=[CH:21][C:20]([O:23]C)=[C:19]([CH:25]([CH3:27])[CH3:26])[CH:18]=3)=[C:12]([Br:15])[CH:13]=2)[CH2:8][CH2:7]1)[CH3:2]. Product: [CH2:1]([O:3][C:4](=[O:29])[CH2:5][CH:6]1[C:14]2[C:9](=[C:10]([Br:28])[C:11]([O:16][C:17]3[CH:22]=[CH:21][C:20]([OH:23])=[C:19]([CH:25]([CH3:26])[CH3:27])[CH:18]=3)=[C:12]([Br:15])[CH:13]=2)[CH2:8][CH2:7]1)[CH3:2]. The catalyst class is: 4. (3) Reactant: [Br:1][C:2]1[N:6]2[N:7]=[C:8]([C:11]3[CH:19]=[CH:18][C:14]([C:15]([OH:17])=O)=[CH:13][CH:12]=3)[CH:9]=[CH:10][C:5]2=[N:4][CH:3]=1.CN(C(ON1N=NC2C=CC=NC1=2)=[N+](C)C)C.F[P-](F)(F)(F)(F)F.CN1CCOCC1.[N:51]1([C:58]([O:60][C:61]([CH3:64])([CH3:63])[CH3:62])=[O:59])[CH2:57][CH2:56][CH2:55][NH:54][CH2:53][CH2:52]1. Product: [Br:1][C:2]1[N:6]2[N:7]=[C:8]([C:11]3[CH:12]=[CH:13][C:14]([C:15]([N:54]4[CH2:55][CH2:56][CH2:57][N:51]([C:58]([O:60][C:61]([CH3:64])([CH3:63])[CH3:62])=[O:59])[CH2:52][CH2:53]4)=[O:17])=[CH:18][CH:19]=3)[CH:9]=[CH:10][C:5]2=[N:4][CH:3]=1. The catalyst class is: 18. (4) Reactant: [NH2:1][CH2:2][C:3]1[CH:4]=[C:5]([C:9]2[N:14]=[C:13](Cl)[C:12]3[N:16]=[C:17]([C:21]4[C:22]([NH2:26])=[N:23][O:24][N:25]=4)[N:18]([CH2:19][CH3:20])[C:11]=3[CH:10]=2)[CH:6]=[CH:7][CH:8]=1.[CH3:27][CH:28]([Si:30]([CH:42]([CH3:44])[CH3:43])([CH:39]([CH3:41])[CH3:40])[N:31]1[CH:35]=[CH:34][C:33](B(O)O)=[CH:32]1)[CH3:29].C([O-])([O-])=O.[K+].[K+]. The catalyst class is: 70. Product: [NH2:1][CH2:2][C:3]1[CH:4]=[C:5]([C:9]2[N:14]=[C:13]([C:33]3[CH:34]=[CH:35][N:31]([Si:30]([CH:39]([CH3:41])[CH3:40])([CH:42]([CH3:44])[CH3:43])[CH:28]([CH3:27])[CH3:29])[CH:32]=3)[C:12]3[N:16]=[C:17]([C:21]4[C:22]([NH2:26])=[N:23][O:24][N:25]=4)[N:18]([CH2:19][CH3:20])[C:11]=3[CH:10]=2)[CH:6]=[CH:7][CH:8]=1. (5) Reactant: [CH:1]1[N:9]=[C:8](Br)[C:7]2[C:3](=[N:4][S:5][N:6]=2)[C:2]=1[Br:11].C([Sn](CCCC)(CCCC)[C:17]1[S:18][C:19]2[CH:25]=[CH:24][CH:23]=[CH:22][C:20]=2[N:21]=1)CCC. Product: [S:18]1[C:19]2[CH:25]=[CH:24][CH:23]=[CH:22][C:20]=2[N:21]=[C:17]1[C:8]1[C:7]2=[N:6][S:5][N:4]=[C:3]2[C:2]([Br:11])=[CH:1][N:9]=1. The catalyst class is: 206. (6) Reactant: [H-].[H-].[H-].[H-].[Li+].[Al+3].[O:7]1[C:16]2[C:11](=[CH:12][CH:13]=[CH:14][CH:15]=2)[C:10](=[N:17]O)[CH2:9][CH2:8]1.[C@H](O)(C([O-])=O)[C@@H](O)C([O-])=O.[Na+].[K+]. Product: [O:7]1[C:16]2[C:11](=[CH:12][CH:13]=[CH:14][CH:15]=2)[CH:10]([NH2:17])[CH2:9][CH2:8]1. The catalyst class is: 20. (7) Reactant: [CH3:1][N:2]1[C:6]([CH:7]([C:22]2[CH:27]=[CH:26][CH:25]=[CH:24][CH:23]=2)[O:8][CH2:9][CH2:10][N:11](C)[C:12](=O)OC2C=CC=CC=2)=[CH:5][CH:4]=[N:3]1.[OH-].[K+]. Product: [CH3:1][N:2]1[C:6]([CH:7]([C:22]2[CH:27]=[CH:26][CH:25]=[CH:24][CH:23]=2)[O:8][CH2:9][CH2:10][NH:11][CH3:12])=[CH:5][CH:4]=[N:3]1. The catalyst class is: 196. (8) Reactant: O[CH2:2][C:3]1[CH:4]=[C:5]([CH:14]=[C:15]([O:17][C@@H:18]([CH3:22])[CH2:19][O:20][CH3:21])[CH:16]=1)[C:6]([NH:8][C:9]1[S:10][CH:11]=[CH:12][N:13]=1)=[O:7].P(OBr)(OBr)(O[Br:26])=O. Product: [Br:26][CH2:2][C:3]1[CH:4]=[C:5]([CH:14]=[C:15]([O:17][C@@H:18]([CH3:22])[CH2:19][O:20][CH3:21])[CH:16]=1)[C:6]([NH:8][C:9]1[S:10][CH:11]=[CH:12][N:13]=1)=[O:7]. The catalyst class is: 7. (9) Reactant: [N:1]1([C:11]([O:13][C:14]([CH3:17])([CH3:16])[CH3:15])=[O:12])[CH2:6][CH2:5][CH:4]([C:7]([O:9][CH3:10])=[O:8])[CH2:3][CH2:2]1.[CH:18](NC(C)C)(C)C.[Li].IC. Product: [CH3:18][C:4]1([C:7]([O:9][CH3:10])=[O:8])[CH2:3][CH2:2][N:1]([C:11]([O:13][C:14]([CH3:17])([CH3:16])[CH3:15])=[O:12])[CH2:6][CH2:5]1. The catalyst class is: 1. (10) Reactant: [Br:1][C:2]1[CH:3]=[CH:4][C:5]([CH:21]([F:23])[F:22])=[C:6]2[C:10]=1[N:9]([CH3:11])[N:8]=[C:7]2[N:12](S(C)(=O)=O)[S:13]([CH3:16])(=[O:15])=[O:14].C1COCC1.CO.[Li+].[OH-]. Product: [Br:1][C:2]1[CH:3]=[CH:4][C:5]([CH:21]([F:22])[F:23])=[C:6]2[C:10]=1[N:9]([CH3:11])[N:8]=[C:7]2[NH:12][S:13]([CH3:16])(=[O:15])=[O:14]. The catalyst class is: 6.